From a dataset of Catalyst prediction with 721,799 reactions and 888 catalyst types from USPTO. Predict which catalyst facilitates the given reaction. (1) Reactant: [CH2:1]([C@H:4]1[CH2:9][C@H:8]([C:10]2[CH:15]=[CH:14][CH:13]=[C:12]([Cl:16])[CH:11]=2)[C@@H:7]([C:17]2[CH:22]=[CH:21][C:20]([Cl:23])=[CH:19][CH:18]=2)[N:6]([C@@H:24]([CH2:27][CH3:28])[CH2:25][OH:26])[C:5]1=[O:29])[CH:2]=[CH2:3].[H-].[Na+].Br[CH2:33][CH:34]1[CH2:36][CH2:35]1. Product: [CH2:1]([C@H:4]1[CH2:9][C@H:8]([C:10]2[CH:15]=[CH:14][CH:13]=[C:12]([Cl:16])[CH:11]=2)[C@@H:7]([C:17]2[CH:18]=[CH:19][C:20]([Cl:23])=[CH:21][CH:22]=2)[N:6]([C@H:24]([CH2:27][CH3:28])[CH2:25][O:26][CH2:33][CH:34]2[CH2:36][CH2:35]2)[C:5]1=[O:29])[CH:2]=[CH2:3]. The catalyst class is: 3. (2) Reactant: [C:1]([CH2:3][C:4]([NH:6][C:7]1[CH:8]=[CH:9][C:10]2[CH:14]=[CH:13][S:12](=[O:16])(=[O:15])[C:11]=2[CH:17]=1)=[O:5])#[N:2].[Br:18][C:19]1[N:24]=[C:23]([CH:25]=O)[CH:22]=[CH:21][CH:20]=1.N1CCCCC1. Product: [Br:18][C:19]1[N:24]=[C:23]([CH:25]=[C:3]([C:1]#[N:2])[C:4]([NH:6][C:7]2[CH:8]=[CH:9][C:10]3[CH:14]=[CH:13][S:12](=[O:16])(=[O:15])[C:11]=3[CH:17]=2)=[O:5])[CH:22]=[CH:21][CH:20]=1. The catalyst class is: 14.